Dataset: Full USPTO retrosynthesis dataset with 1.9M reactions from patents (1976-2016). Task: Predict the reactants needed to synthesize the given product. (1) Given the product [NH2:1][C:2]1[N:7]=[CH:6][C:5]([C:36]2[CH2:35][CH2:34][CH2:39][N:38]([C:40]([O:42][C:43]([CH3:46])([CH3:45])[CH3:44])=[O:41])[CH:37]=2)=[N:4][C:3]=1[C:9]1[CH:18]=[CH:17][C:12]([C:13]([O:15][CH3:16])=[O:14])=[C:11]([F:19])[CH:10]=1, predict the reactants needed to synthesize it. The reactants are: [NH2:1][C:2]1[C:3]([C:9]2[CH:18]=[CH:17][C:12]([C:13]([O:15][CH3:16])=[O:14])=[C:11]([F:19])[CH:10]=2)=[N:4][C:5](Br)=[CH:6][N:7]=1.C(=O)([O-])[O-].[Na+].[Na+].CC1(C)C(C)(C)OB([C:34]2[CH2:35][CH2:36][CH2:37][N:38]([C:40]([O:42][C:43]([CH3:46])([CH3:45])[CH3:44])=[O:41])[CH:39]=2)O1.C(Cl)Cl. (2) Given the product [NH2:29][C:30]1[C:31]2[C:38]([C:6]([C:5]3[CH:9]=[CH:10][CH:11]=[CH:12][C:4]=3[NH2:1])=[O:7])=[CH:37][N:36]([CH:48]3[CH2:52][CH2:51][CH2:50][CH2:49]3)[C:32]=2[N:33]=[CH:34][N:35]=1, predict the reactants needed to synthesize it. The reactants are: [N+:1]([C:4]1[CH:12]=[CH:11][CH:10]=[CH:9][C:5]=1[C:6](Cl)=[O:7])([O-])=O.BrC1C2C(Cl)=NC=NC=2N(C2CCCC2)C=1.[NH2:29][C:30]1[C:31]2[C:38](C(C3C=CC=C(N)C=3)=O)=[CH:37][N:36]([CH:48]3[CH2:52][CH2:51][CH2:50][CH2:49]3)[C:32]=2[N:33]=[CH:34][N:35]=1. (3) Given the product [OH:40][CH2:39][CH2:38][CH2:37][N:32]1[CH2:31][CH2:30][C:29]2[CH:28]=[CH:27][CH:26]=[C:25]([C:22]3[N:21]=[C:20]([C:17]4[CH:18]=[CH:19][C:12]([O:11][CH:9]([CH3:8])[CH3:10])=[C:13]([CH:16]=4)[C:14]#[N:15])[O:24][N:23]=3)[C:35]=2[CH2:34][CH2:33]1, predict the reactants needed to synthesize it. The reactants are: FC(F)(F)C(O)=O.[CH3:8][CH:9]([O:11][C:12]1[CH:19]=[CH:18][C:17]([C:20]2[O:24][N:23]=[C:22]([C:25]3[C:35]4[CH2:34][CH2:33][NH:32][CH2:31][CH2:30][C:29]=4[CH:28]=[CH:27][CH:26]=3)[N:21]=2)=[CH:16][C:13]=1[C:14]#[N:15])[CH3:10].Br[CH2:37][CH2:38][CH2:39][OH:40].C(=O)([O-])[O-].[K+].[K+]. (4) Given the product [CH:18]([NH:10][CH2:9][CH2:8][CH:7]([C:1]1[CH:2]=[CH:3][CH:4]=[CH:5][CH:6]=1)[C:11]1[CH:12]=[CH:13][CH:14]=[CH:15][CH:16]=1)([CH3:20])[CH3:17], predict the reactants needed to synthesize it. The reactants are: [C:1]1([CH:7]([C:11]2[CH:16]=[CH:15][CH:14]=[CH:13][CH:12]=2)[CH2:8][CH2:9][NH2:10])[CH:6]=[CH:5][CH:4]=[CH:3][CH:2]=1.[CH3:17][C:18]([CH3:20])=O.C(O)(=O)C.[BH-](OC(C)=O)(OC(C)=O)OC(C)=O.[Na+]. (5) Given the product [Br:1][C:2]1[CH:15]=[CH:14][C:13]2[O:12][C:11]3[C:6](=[N:7][C:8]([Cl:20])=[CH:9][CH:10]=3)[C:5](=[O:17])[C:4]=2[CH:3]=1, predict the reactants needed to synthesize it. The reactants are: [Br:1][C:2]1[CH:15]=[CH:14][C:13]2[O:12][C:11]3[C:6](=[N+:7]([O-])[CH:8]=[CH:9][CH:10]=3)[C:5](=[O:17])[C:4]=2[CH:3]=1.P(Cl)(Cl)([Cl:20])=O.CN(C=O)C. (6) Given the product [Si:10]([O:34][C:27]1[C:28]2[C:29](=[CH:30][N:31]=[CH:32][CH:33]=2)[O:25][CH:26]=1)([C:6]([CH3:9])([CH3:8])[CH3:7])([C:17]1[CH:22]=[CH:21][CH:20]=[CH:19][CH:18]=1)[C:11]1[CH:16]=[CH:15][CH:14]=[CH:13][CH:12]=1, predict the reactants needed to synthesize it. The reactants are: N1C=CN=C1.[C:6]([Si:10](Cl)([C:17]1[CH:22]=[CH:21][CH:20]=[CH:19][CH:18]=1)[C:11]1[CH:16]=[CH:15][CH:14]=[CH:13][CH:12]=1)([CH3:9])([CH3:8])[CH3:7].Cl.[O:25]1[C:29]2=[CH:30][N:31]=[CH:32][CH:33]=[C:28]2[C:27](=[O:34])[CH2:26]1. (7) Given the product [CH3:1][O:2][C:3]1[CH:21]=[CH:20][C:6]([CH2:7][O:8][NH2:9])=[CH:5][CH:4]=1, predict the reactants needed to synthesize it. The reactants are: [CH3:1][O:2][C:3]1[CH:21]=[CH:20][C:6]([CH2:7][O:8][N:9]2C(=O)C3C(=CC=CC=3)C2=O)=[CH:5][CH:4]=1.O.NN. (8) The reactants are: [O:1]1[CH2:5][CH2:4][CH2:3][CH2:2]1. Given the product [OH:1][CH:5]=[CH:4][C:3]1[CH:5]=[CH:4][CH:3]=[CH:2][CH:2]=1, predict the reactants needed to synthesize it. (9) Given the product [S:3]1[C:8]2=[C:9]3[C:13](=[CH:14][CH:15]=[C:7]2[O:6][CH2:5][CH2:4]1)[NH:12][C:11]([C:16]([OH:18])=[O:17])=[CH:10]3, predict the reactants needed to synthesize it. The reactants are: CO.[S:3]1[C:8]2=[C:9]3[C:13](=[CH:14][CH:15]=[C:7]2[O:6][CH2:5][CH2:4]1)[NH:12][C:11]([C:16]([O:18]CC)=[O:17])=[CH:10]3.[Li+].[OH-].